Dataset: Human Reference Interactome with 51,813 positive PPI pairs across 8,248 proteins, plus equal number of experimentally-validated negative pairs. Task: Binary Classification. Given two protein amino acid sequences, predict whether they physically interact or not. (1) Result: 1 (the proteins interact). Protein 2 (ENSG00000268629) has sequence MALRPEDPSSGFRHSNVVAFINEKMARHTKGPEFYLENISLSWEKVEDKLRAILEDSEVPSEVKEACTWGSLALGVRFAHRQAQLQRHRVRWLHGFAKLHKSAAQALASDLKKLREQQETERKEAASRLRMAQTSLVEVQKERDKELVSPHEWEQGAGWPGLATAGGVCTEGAAEEEEEAAVAAAGAAGGKGAEEEQRDVEVVAAPVEAMAPPVEAGAAPMETQFPHVEARAASMETTEKLERILLQLLGDADQEKYTYWGQKEGDLRSVETATSYFSGTTNPWSRASSEPLPVQLPASY.... Protein 1 (ENSG00000103852) has sequence MQESQETHISNHLDEVVAAVSITHRKKFQNKLLQTALFQPPREKLHLCEEKAKSYSNSHEYKQAVHELVRCVALTRICYGDSHWKLAEAHVNLAQGYLQLKGLSLQAKQHAEKARQILANSIVPPYSENTDVFKFSIELFHTMGRALLSLQKFKEAAENLTKAERLSKELLQCGRIIKEEWIEIEARIRLSFAQVYQGQKKSKEALSHYQAALEYVEISKGETSRECVPILRELAGVEQALGLHDVSINHFLQAHLIILSRSPSQVEAADSAHIVAHAAVASGRHEHHDVAEQYFQESMA.... (2) Protein 1 (ENSG00000087365) has sequence MATEHPEPPKAELQLPPPPPPGHYGAWAAQELQAKLAEIGAPIQGNREELVERLQSYTRQTGIVLNRPVLRGEDGDKAAPPPMSAQLPGIPMPPPPLGLPPLQPPPPPPPPPPGLGLGFPMAHPPNLGPPPPLRVGEPVALSEEERLKLAQQQAALLMQQEERAKQQGDHSLKEHELLEQQKRAAVLLEQERQQEIAKMGTPVPRPPQDMGQIGVRTPLGPRVAAPVGPVGPTPTVLPMGAPVPRPRGPPPPPGDENREMDDPSVGPKIPQALEKILQLKESRQEEMNSQQEEEEMETDA.... Protein 2 (ENSG00000178188) has sequence MNGAPSPEDGASPSSPPLPPPPPPSWREFCESHARAAALDFARRFRLYLASHPQYAGPGAEAAFSRRFAELFLQHFEAEVARASGSLSPPILAPLSPGAEISPHDLSLESCRVGGPLAVLGPSRSSEDLAGPLPSSVSSSSTTSSKPKLKKRFSLRSVGRSVRGSVRGILQWRGTVDPPSSAGPLETSSGPPVLGGNSNSNSSGGAGTVGRGLVSDGTSPGERWTHRFERLRLSRGGGALKDGAGMVQREELLSFMGAEEAAPDPAGVGRGGGVAGPPSGGGGQPQWQKCRLLLRSEGEG.... Result: 0 (the proteins do not interact).